From a dataset of Full USPTO retrosynthesis dataset with 1.9M reactions from patents (1976-2016). Predict the reactants needed to synthesize the given product. (1) Given the product [CH3:16][N:12]([CH:13]([CH3:15])[CH3:14])[C:11]1[C:2]([C:29]2[O:30][CH:31]=[CH:32][C:33]=2[C:34]2[CH:39]=[CH:38][CH:37]=[CH:36][CH:35]=2)=[N:3][C:4]2[C:9]([N:10]=1)=[CH:8][C:7]([C:17]([O:19][CH3:20])=[O:18])=[CH:6][CH:5]=2, predict the reactants needed to synthesize it. The reactants are: Cl[C:2]1[C:11]([N:12]([CH3:16])[CH:13]([CH3:15])[CH3:14])=[N:10][C:9]2[C:4](=[CH:5][CH:6]=[C:7]([C:17]([O:19][CH3:20])=[O:18])[CH:8]=2)[N:3]=1.CC1(C)C(C)(C)OB([C:29]2[O:30][CH:31]=[CH:32][C:33]=2[C:34]2[CH:39]=[CH:38][CH:37]=[CH:36][CH:35]=2)O1.[O-]P([O-])([O-])=O.[K+].[K+].[K+]. (2) The reactants are: [NH2:1][C@H:2]1[CH2:7][CH2:6][C@H:5]([C:8]([OH:10])=[O:9])[CH2:4][CH2:3]1.[CH3:11][CH2:12]O.Cl. Given the product [NH2:1][C@H:2]1[CH2:7][CH2:6][C@H:5]([C:8]([O:10][CH2:11][CH3:12])=[O:9])[CH2:4][CH2:3]1, predict the reactants needed to synthesize it. (3) The reactants are: [Cl:1][C:2]1[CH:7]=[CH:6][C:5]([C:8]([OH:10])=[O:9])=[C:4]([NH:11][CH2:12][C:13]2[CH:18]=[CH:17][C:16]([O:19][CH3:20])=[C:15]([Cl:21])[CH:14]=2)[N:3]=1.[C:22](Cl)(=O)[C:23](Cl)=O.C(Cl)Cl. Given the product [Cl:1][C:2]1[CH:7]=[CH:6][C:5]([C:8]([O:10][CH2:22][CH3:23])=[O:9])=[C:4]([NH:11][CH2:12][C:13]2[CH:18]=[CH:17][C:16]([O:19][CH3:20])=[C:15]([Cl:21])[CH:14]=2)[N:3]=1, predict the reactants needed to synthesize it. (4) Given the product [CH3:1][N:2]([C:10]([O:12][C:13]([CH3:16])([CH3:15])[CH3:14])=[O:11])[O:3][CH2:4][CH2:5][O:6][CH2:7][CH2:8][O:9][S:30]([C:27]1[CH:28]=[CH:29][C:24]([CH3:34])=[CH:25][CH:26]=1)(=[O:32])=[O:31], predict the reactants needed to synthesize it. The reactants are: [CH3:1][N:2]([C:10]([O:12][C:13]([CH3:16])([CH3:15])[CH3:14])=[O:11])[O:3][CH2:4][CH2:5][O:6][CH2:7][CH2:8][OH:9].C(N(CC)CC)C.[C:24]1([CH3:34])[CH:29]=[CH:28][C:27]([S:30](Cl)(=[O:32])=[O:31])=[CH:26][CH:25]=1.CCCCCC.C(OC(=O)C)C. (5) Given the product [OH:1][CH:2]([C:6]1[CH:7]=[CH:8][C:9]([C:12]2[N:16]=[C:15]([C:17]3[CH:18]=[N:19][N:20]([C:26]4[CH:27]=[CH:28][CH:29]=[CH:30][CH:31]=4)[C:21]=3[C:22]([F:23])([F:24])[F:25])[O:14][N:13]=2)=[CH:10][CH:11]=1)[C:3]([NH:32][CH2:33][C@@H:34]([OH:36])[CH3:35])=[O:4], predict the reactants needed to synthesize it. The reactants are: [OH:1][CH:2]([C:6]1[CH:11]=[CH:10][C:9]([C:12]2[N:16]=[C:15]([C:17]3[CH:18]=[N:19][N:20]([C:26]4[CH:31]=[CH:30][CH:29]=[CH:28][CH:27]=4)[C:21]=3[C:22]([F:25])([F:24])[F:23])[O:14][N:13]=2)=[CH:8][CH:7]=1)[C:3](O)=[O:4].[NH2:32][CH2:33][C@@H:34]([OH:36])[CH3:35].CN(C(ON1N=NC2C=CC=NC1=2)=[N+](C)C)C.F[P-](F)(F)(F)(F)F.CN1CCOCC1. (6) Given the product [F:8][C:9]([F:18])([F:17])[C:10]1[CH:15]=[CH:14][C:13]([N:1]2[CH2:6][CH2:5][S:4][CH2:3][C:2]2=[O:7])=[CH:12][CH:11]=1, predict the reactants needed to synthesize it. The reactants are: [NH:1]1[CH2:6][CH2:5][S:4][CH2:3][C:2]1=[O:7].[F:8][C:9]([F:18])([F:17])[C:10]1[CH:15]=[CH:14][C:13](I)=[CH:12][CH:11]=1. (7) Given the product [Cl:16][C:5]1[C:6]([C:8]2[C:13]([CH3:14])=[CH:12][C:11]([CH3:15])=[CH:10][N:9]=2)=[CH:7][C:2]([N:25]2[CH2:26][CH2:27][N:22]3[CH:21]=[C:20]([CH2:28][OH:29])[N:19]=[C:23]3[CH2:24]2)=[N:3][CH:4]=1, predict the reactants needed to synthesize it. The reactants are: Cl[C:2]1[CH:7]=[C:6]([C:8]2[C:13]([CH3:14])=[CH:12][C:11]([CH3:15])=[CH:10][N:9]=2)[C:5]([Cl:16])=[CH:4][N:3]=1.[F-].[Cs+].[N:19]1[C:20]([CH2:28][OH:29])=[CH:21][N:22]2[CH2:27][CH2:26][NH:25][CH2:24][C:23]=12.C(OCC)(=O)C. (8) Given the product [S:1]1[C:5]([C:6]2[CH:7]=[C:8]([CH:9]=[CH:10][CH:11]=2)[CH:12]=[O:13])=[CH:4][N:3]=[CH:2]1, predict the reactants needed to synthesize it. The reactants are: [S:1]1[C:5]([C:6]2[CH:7]=[C:8]([CH2:12][OH:13])[CH:9]=[CH:10][CH:11]=2)=[CH:4][N:3]=[CH:2]1.